From a dataset of Catalyst prediction with 721,799 reactions and 888 catalyst types from USPTO. Predict which catalyst facilitates the given reaction. (1) Reactant: [Br:1][C:2]1[N:7]=[C:6]([CH3:8])[C:5]([N+:9]([O-:11])=[O:10])=[CH:4][CH:3]=1.[Cl:12][C:13]1[CH:20]=[CH:19][CH:18]=[C:17]([F:21])[C:14]=1[CH:15]=[O:16].[O-]CC.[Na+].ClC1C=CC=C(F)C=1C(O)CC1C([N+]([O-])=O)=CC=C(OCC)N=1. Product: [Br:1][C:2]1[N:7]=[C:6]([CH2:8][CH:15]([C:14]2[C:17]([F:21])=[CH:18][CH:19]=[CH:20][C:13]=2[Cl:12])[OH:16])[C:5]([N+:9]([O-:11])=[O:10])=[CH:4][CH:3]=1. The catalyst class is: 27. (2) Reactant: C(OC([N:8]1[CH2:12][CH2:11][C@@H:10]([O:13][NH:14][C:15]([C@@H:17]2[CH2:23][CH2:22][C@@H:21]3[CH2:24][N:18]2[C:19](=[O:30])[N:20]3[O:25][S:26]([O-:29])(=[O:28])=[O:27])=[O:16])[CH2:9]1)=O)(C)(C)C.C([N+](CCCC)(CCCC)CCCC)CCC.FC(F)(F)C(O)=O. Product: [O:30]=[C:19]1[N:18]2[CH2:24][C@@H:21]([CH2:22][CH2:23][C@H:17]2[C:15]([NH:14][O:13][C@@H:10]2[CH2:11][CH2:12][NH:8][CH2:9]2)=[O:16])[N:20]1[O:25][S:26]([OH:29])(=[O:28])=[O:27]. The catalyst class is: 2. (3) Reactant: C[O:2][C:3]([C@@H:5]1[CH2:10][CH2:9][C@H:8]([O:11][C:12]2[CH:24]=[CH:23][C:15]([C:16]([O:18][C:19](C)(C)C)=[O:17])=[CH:14][CH:13]=2)[CH2:7][CH2:6]1)=[O:4].FC(F)(F)C(O)=O. The catalyst class is: 4. Product: [CH3:19][O:18][C:16]([C@@H:15]1[CH2:23][CH2:24][C@H:12]([O:11][C:8]2[CH:7]=[CH:6][C:5]([C:3]([OH:4])=[O:2])=[CH:10][CH:9]=2)[CH2:13][CH2:14]1)=[O:17]. (4) Reactant: [CH3:1][C:2]1([CH3:15])[CH2:11][CH2:10][C:9]2[C:4](=[C:5]([CH3:14])[C:6]([CH3:13])=[C:7]([OH:12])[CH:8]=2)[O:3]1.B(F)(F)F.[CH3:20][C:21](O)([CH:23]=[CH2:24])[CH3:22]. Product: [CH3:1][C:2]1([CH3:15])[CH2:11][CH2:10][C:9]2[C:4](=[C:5]([CH3:14])[C:6]([CH3:13])=[C:7]([OH:12])[C:8]=2[CH2:24][CH:23]=[C:21]([CH3:22])[CH3:20])[O:3]1. The catalyst class is: 12. (5) Reactant: [Br:1][C:2]1[CH:7]=[CH:6][C:5]([S:8](Cl)(=[O:10])=[O:9])=[C:4]([CH3:12])[CH:3]=1.[CH3:13][C:14]([NH2:17])([CH3:16])[CH3:15].C(N(CC)CC)C. Product: [Br:1][C:2]1[CH:7]=[CH:6][C:5]([S:8]([NH:17][C:14]([CH3:16])([CH3:15])[CH3:13])(=[O:10])=[O:9])=[C:4]([CH3:12])[CH:3]=1. The catalyst class is: 2. (6) Product: [Cl:36][C:10]1[CH:11]=[C:12]2[C:7](=[CH:8][CH:9]=1)[CH:6]=[C:5]([CH2:4][C:3]([OH:37])=[O:2])[C:14]([CH3:15])=[C:13]2[C:16]1[CH:17]=[CH:18][C:19]([NH:22][S:23]([C:26]2[CH:31]=[CH:30][CH:29]=[CH:28][C:27]=2[C:32]([F:34])([F:33])[F:35])(=[O:24])=[O:25])=[CH:20][CH:21]=1. The catalyst class is: 8. Reactant: C[O:2][C:3](=[O:37])[CH2:4][C:5]1[C:14]([CH3:15])=[C:13]([C:16]2[CH:21]=[CH:20][C:19]([NH:22][S:23]([C:26]3[CH:31]=[CH:30][CH:29]=[CH:28][C:27]=3[C:32]([F:35])([F:34])[F:33])(=[O:25])=[O:24])=[CH:18][CH:17]=2)[C:12]2[C:7](=[CH:8][CH:9]=[C:10]([Cl:36])[CH:11]=2)[CH:6]=1.[OH-].[Na+]. (7) Reactant: [Cl:1][Si:2]([Cl:5])(Cl)[Cl:3].[CH3:6][CH:7]([CH2:12][CH2:13][CH2:14][CH:15]([CH3:17])[CH3:16])[CH2:8][CH2:9][Mg]Br. Product: [CH3:6][CH:7]([CH2:12][CH2:13][CH2:14][CH:15]([CH3:17])[CH3:16])[CH2:8][CH2:9][Si:2]([Cl:5])([Cl:3])[Cl:1]. The catalyst class is: 7.